This data is from Full USPTO retrosynthesis dataset with 1.9M reactions from patents (1976-2016). The task is: Predict the reactants needed to synthesize the given product. (1) Given the product [CH2:1]([O:3][C:4]([C:6]1[NH:7][C:8]2[C:13]([CH:14]=1)=[CH:12][C:11]([C:23]1[CH:24]=[CH:25][C:20]([O:19][CH:16]([CH3:18])[CH3:17])=[CH:21][CH:22]=1)=[CH:10][CH:9]=2)=[O:5])[CH3:2], predict the reactants needed to synthesize it. The reactants are: [CH2:1]([O:3][C:4]([C:6]1[NH:7][C:8]2[C:13]([CH:14]=1)=[CH:12][C:11](Br)=[CH:10][CH:9]=2)=[O:5])[CH3:2].[CH:16]([O:19][C:20]1[CH:25]=[CH:24][C:23](B(O)O)=[CH:22][CH:21]=1)([CH3:18])[CH3:17].[O-]P([O-])([O-])=O.[K+].[K+].[K+].C1(C)C=CC=CC=1P(C1C=CC=CC=1C)C1C=CC=CC=1C.C([O-])(O)=O.[Na+]. (2) Given the product [CH3:8][C:5]1([CH3:9])[O:4][C:3]([C:10]2[CH:11]=[CH:12][C:13]([O:18][CH3:19])=[C:14]([CH:17]=2)[C:15]#[N:16])=[C:2]([C:28]2[CH:29]=[CH:30][C:31]([O:32][CH2:33][C:34]3[CH:43]=[CH:42][C:41]4[C:36](=[CH:37][CH:38]=[CH:39][CH:40]=4)[N:35]=3)=[CH:44][CH:45]=2)[C:6]1=[O:7], predict the reactants needed to synthesize it. The reactants are: Br[C:2]1[C:6](=[O:7])[C:5]([CH3:9])([CH3:8])[O:4][C:3]=1[C:10]1[CH:11]=[CH:12][C:13]([O:18][CH3:19])=[C:14]([CH:17]=1)[C:15]#[N:16].CC1(C)C(C)(C)OB([C:28]2[CH:45]=[CH:44][C:31]([O:32][CH2:33][C:34]3[CH:43]=[CH:42][C:41]4[C:36](=[CH:37][CH:38]=[CH:39][CH:40]=4)[N:35]=3)=[CH:30][CH:29]=2)O1.C([O-])([O-])=O.[Cs+].[Cs+]. (3) Given the product [OH:2][CH2:1][C:3]1[CH:30]=[CH:29][C:6]([O:7][CH2:8][C:9]2[N:10]=[C:11]([C:15]3[CH:16]=[CH:17][C:18]([O:24][S:25]([CH3:28])(=[O:27])=[O:26])=[C:19]([CH:23]=3)[C:20]([O:22][CH3:33])=[O:21])[O:12][C:13]=2[CH3:14])=[C:5]([O:31][CH3:32])[CH:4]=1, predict the reactants needed to synthesize it. The reactants are: [CH:1]([C:3]1[CH:30]=[CH:29][C:6]([O:7][CH2:8][C:9]2[N:10]=[C:11]([C:15]3[CH:16]=[CH:17][C:18]([O:24][S:25]([CH3:28])(=[O:27])=[O:26])=[C:19]([CH:23]=3)[C:20]([O-:22])=[O:21])[O:12][C:13]=2[CH3:14])=[C:5]([O:31][CH3:32])[CH:4]=1)=[O:2].[CH2:33](O)C.[BH4-].[Na+].Cl. (4) Given the product [CH3:15][N:14]([CH3:16])[C:12]1[C:11]([F:17])=[CH:10][C:9]2[NH:18][C:19](=[O:38])[CH2:20][C:21]([C:23]3[CH:28]=[CH:27][CH:26]=[C:25]([N:29]4[C:33]([CH2:34][N:35]([CH3:37])[CH3:36])=[CH:32][N:31]=[N:30]4)[CH:24]=3)=[N:7][C:8]=2[CH:13]=1, predict the reactants needed to synthesize it. The reactants are: C(OC(=O)[NH:7][C:8]1[CH:13]=[C:12]([N:14]([CH3:16])[CH3:15])[C:11]([F:17])=[CH:10][C:9]=1[NH:18][C:19](=[O:38])[CH2:20][C:21]([C:23]1[CH:28]=[CH:27][CH:26]=[C:25]([N:29]2[C:33]([CH2:34][N:35]([CH3:37])[CH3:36])=[CH:32][N:31]=[N:30]2)[CH:24]=1)=O)(C)(C)C.C(O)(C(F)(F)F)=O. (5) Given the product [OH:24][C:14]1([CH2:1]/[CH:2]=[CH:3]/[C:4]2[CH:9]=[CH:8][CH:7]=[CH:6][CH:5]=2)[C:15]2[C:20](=[CH:19][CH:18]=[CH:17][CH:16]=2)[C:21]([OH:23])=[CH:22][C:13]1=[O:12], predict the reactants needed to synthesize it. The reactants are: [CH2:1](Br)[CH:2]=[CH:3][C:4]1[CH:9]=[CH:8][CH:7]=[CH:6][CH:5]=1.[In].[OH:12][C:13]1[C:14](=[O:24])[C:15]2[C:20]([C:21](=[O:23])[CH:22]=1)=[CH:19][CH:18]=[CH:17][CH:16]=2. (6) Given the product [CH2:26]([O:25][C:23]([CH:20]1[CH2:21][CH2:22][N:17]([C:2]2[CH2:16][C:5]3([CH2:8][N:7]([C:9]([O:11][C:12]([CH3:15])([CH3:14])[CH3:13])=[O:10])[CH2:6]3)[O:4][N:3]=2)[CH2:18][CH2:19]1)=[O:24])[CH3:27], predict the reactants needed to synthesize it. The reactants are: Br[C:2]1[CH2:16][C:5]2([CH2:8][N:7]([C:9]([O:11][C:12]([CH3:15])([CH3:14])[CH3:13])=[O:10])[CH2:6]2)[O:4][N:3]=1.[NH:17]1[CH2:22][CH2:21][CH:20]([C:23]([O:25][CH2:26][CH3:27])=[O:24])[CH2:19][CH2:18]1.C(=O)([O-])[O-].[Na+].[Na+].CN(C=O)C. (7) The reactants are: C(N(CC)CC)C.[CH3:8][C:9]1([CH3:17])[O:14][C:13](=[O:15])[CH2:12][C:11](=[O:16])[CH2:10]1.[Cl:18][C:19]1[CH:24]=[CH:23][C:22]([N:25]=[C:26]=[O:27])=[CH:21][C:20]=1[C:28]([F:31])([F:30])[F:29]. Given the product [Cl:18][C:19]1[CH:24]=[CH:23][C:22]([NH:25][C:26]([CH:12]2[C:11](=[O:16])[CH2:10][C:9]([CH3:17])([CH3:8])[O:14][C:13]2=[O:15])=[O:27])=[CH:21][C:20]=1[C:28]([F:29])([F:30])[F:31], predict the reactants needed to synthesize it. (8) Given the product [C:34]([O:38][C:39]([N:41]1[CH2:46][CH:45]2[CH2:47][CH:42]1[CH2:43][N:44]2[C:19]1[S:20][C:16](=[CH:15][C:11]2[CH:10]=[C:9]3[C:14](=[CH:13][CH:12]=2)[N:6]([CH2:5][C:4]2[CH:24]=[CH:25][C:26]([C:28]([F:30])([F:29])[F:31])=[CH:27][C:3]=2[C:2]([F:32])([F:33])[F:1])[N:7]=[CH:8]3)[C:17](=[O:23])[N:18]=1)=[O:40])([CH3:37])([CH3:35])[CH3:36], predict the reactants needed to synthesize it. The reactants are: [F:1][C:2]([F:33])([F:32])[C:3]1[CH:27]=[C:26]([C:28]([F:31])([F:30])[F:29])[CH:25]=[CH:24][C:4]=1[CH2:5][N:6]1[C:14]2[C:9](=[CH:10][C:11]([CH:15]=[C:16]3[S:20][C:19](SC)=[N:18][C:17]3=[O:23])=[CH:12][CH:13]=2)[CH:8]=[N:7]1.[C:34]([O:38][C:39]([N:41]1[CH2:46][CH:45]2[CH2:47][CH:42]1[CH2:43][NH:44]2)=[O:40])([CH3:37])([CH3:36])[CH3:35].